This data is from Catalyst prediction with 721,799 reactions and 888 catalyst types from USPTO. The task is: Predict which catalyst facilitates the given reaction. (1) Reactant: C([O:3][C:4](=[O:34])[CH2:5][C:6]1[CH:33]=[C:9]2[CH2:10][N:11]([C:15]([O:17][CH2:18][C:19]3[CH:24]=[C:23]([C:25]([F:28])([F:27])[F:26])[CH:22]=[C:21]([C:29]([F:32])([F:31])[F:30])[CH:20]=3)=[O:16])[CH2:12][CH2:13][CH2:14][N:8]2[N:7]=1)C.O.[OH-].[Li+].Cl. The catalyst class is: 20. Product: [F:31][C:29]([F:30])([F:32])[C:21]1[CH:20]=[C:19]([CH:24]=[C:23]([C:25]([F:27])([F:26])[F:28])[CH:22]=1)[CH2:18][O:17][C:15]([N:11]1[CH2:12][CH2:13][CH2:14][N:8]2[N:7]=[C:6]([CH2:5][C:4]([OH:34])=[O:3])[CH:33]=[C:9]2[CH2:10]1)=[O:16]. (2) Reactant: F[C:2]1[CH:10]=[CH:9][C:8]([C:11]2[NH:15][C:14]([C:16]3[CH:21]=[CH:20][CH:19]=[CH:18][CH:17]=3)=[N:13][C:12]=2[C:22]2[CH:27]=[CH:26][N:25]=[CH:24][CH:23]=2)=[CH:7][C:3]=1[C:4]([OH:6])=[O:5].C([O-])([O-])=O.[Cs+].[Cs+].[CH2:34]([S-:36])[CH3:35].[Na+].Cl. Product: [C:4]([C:3]1[CH:7]=[C:8]([C:11]2[NH:15][C:14]([C:16]3[CH:21]=[CH:20][CH:19]=[CH:18][CH:17]=3)=[N:13][C:12]=2[C:22]2[CH:27]=[CH:26][N:25]=[CH:24][CH:23]=2)[CH:9]=[CH:10][C:2]=1[S:36][CH2:34][CH3:35])([OH:6])=[O:5]. The catalyst class is: 287.